Dataset: Forward reaction prediction with 1.9M reactions from USPTO patents (1976-2016). Task: Predict the product of the given reaction. (1) The product is: [CH2:1]([O:3][C:4]([C@@:6]1([NH:11][C:12]([C@@H:14]2[CH2:18][C@@H:17]([O:19][C:20]3[C:29]4[C:24](=[CH:25][C:26]([O:30][CH3:31])=[CH:27][CH:28]=4)[N:23]=[C:22]([C:32]4[CH:33]=[CH:34][CH:35]=[CH:36][CH:37]=4)[CH:21]=3)[CH2:16][N:15]2[C:38](=[O:41])[NH:61][CH2:60][CH2:59][O:58][C:57]2[CH:62]=[CH:63][CH:64]=[CH:65][C:56]=2[O:55][CH3:54])=[O:13])[CH2:8][C@H:7]1[CH:9]=[CH2:10])=[O:5])[CH3:2]. Given the reactants [CH2:1]([O:3][C:4]([C:6]1([NH:11][C:12]([CH:14]2[CH2:18][CH:17]([O:19][C:20]3[C:29]4[C:24](=[CH:25][C:26]([O:30][CH3:31])=[CH:27][CH:28]=4)[N:23]=[C:22]([C:32]4[CH:37]=[CH:36][CH:35]=[CH:34][CH:33]=4)[CH:21]=3)[CH2:16][NH:15]2)=[O:13])[CH2:8][CH:7]1[CH:9]=[CH2:10])=[O:5])[CH3:2].[C:38]([O-:41])(O)=O.[Na+].C(Cl)(Cl)=O.C1(C)C=CC=CC=1.[CH3:54][O:55][C:56]1[CH:65]=[CH:64][CH:63]=[CH:62][C:57]=1[O:58][CH2:59][CH2:60][NH2:61], predict the reaction product. (2) Given the reactants [CH3:1][C:2]([CH3:18])([CH2:15][CH:16]=[CH2:17])[C:3]([O:5][CH2:6][C:7]1[CH:12]=[CH:11][C:10]([O:13][CH3:14])=[CH:9][CH:8]=1)=[O:4].B1C2CCCC1CCC2.[OH-:28].[Na+].OO, predict the reaction product. The product is: [OH:28][CH2:17][CH2:16][CH2:15][C:2]([CH3:18])([CH3:1])[C:3]([O:5][CH2:6][C:7]1[CH:8]=[CH:9][C:10]([O:13][CH3:14])=[CH:11][CH:12]=1)=[O:4]. (3) Given the reactants [NH2:1][C:2]1[C:12]([Cl:13])=[C:11]([CH:14]=O)[C:10]([C:16]([F:19])([F:18])[F:17])=[CH:9][C:3]=1[C:4]([O:6][CH2:7][CH3:8])=[O:5].[CH3:20][N:21]([CH2:29][C@H:30]1[CH2:34][CH2:33][NH:32][CH2:31]1)[C:22](=[O:28])[O:23][C:24]([CH3:27])([CH3:26])[CH3:25], predict the reaction product. The product is: [NH2:1][C:2]1[C:12]([Cl:13])=[C:11]([CH2:14][N:32]2[CH2:33][CH2:34][C@H:30]([CH2:29][N:21]([CH3:20])[C:22]([O:23][C:24]([CH3:26])([CH3:25])[CH3:27])=[O:28])[CH2:31]2)[C:10]([C:16]([F:19])([F:18])[F:17])=[CH:9][C:3]=1[C:4]([O:6][CH2:7][CH3:8])=[O:5]. (4) Given the reactants [CH:1](=[C:11]1/[C:12](=[O:17])[NH:13][C:14](=[O:16])[S:15]/1)\[CH2:2][CH2:3][CH2:4][CH2:5][CH2:6][CH2:7][CH2:8][CH2:9][CH3:10].Br[CH2:19][C:20]([O:22][CH2:23][CH3:24])=[O:21], predict the reaction product. The product is: [CH:1](=[C:11]1/[C:12](=[O:17])[N:13]([CH2:19][C:20]([O:22][CH2:23][CH3:24])=[O:21])[C:14](=[O:16])[S:15]/1)\[CH2:2][CH2:3][CH2:4][CH2:5][CH2:6][CH2:7][CH2:8][CH2:9][CH3:10]. (5) Given the reactants Cl.[F:2][C:3]([F:17])([F:16])[C:4]1[CH:9]=[CH:8][CH:7]=[CH:6][C:5]=1[N:10]1[CH2:15][CH2:14][NH:13][CH2:12][CH2:11]1.Br[CH2:19][CH2:20][CH2:21][CH2:22][N:23]1[C:27](=[O:28])[C:26]2=[CH:29][CH:30]=[CH:31][CH:32]=[C:25]2[C:24]1=[O:33].C([O-])([O-])=O.[K+].[K+], predict the reaction product. The product is: [F:17][C:3]([F:16])([F:2])[C:4]1[CH:9]=[CH:8][CH:7]=[CH:6][C:5]=1[N:10]1[CH2:15][CH2:14][N:13]([CH2:19][CH2:20][CH2:21][CH2:22][N:23]2[C:27](=[O:28])[C:26]3[C:25](=[CH:32][CH:31]=[CH:30][CH:29]=3)[C:24]2=[O:33])[CH2:12][CH2:11]1.